Dataset: Reaction yield outcomes from USPTO patents with 853,638 reactions. Task: Predict the reaction yield, written as a fraction of the theoretical maximum amount of product (1.0 means a 100% yield; for example, 0.34 means a 34% yield). (1) The reactants are [Br:1]Br.[OH:3][C:4]1[C:5](=[O:21])[C:6]2[CH:7]=[CH:8][C:9]3[O:10][C:11]([CH3:20])([CH3:19])[CH2:12][CH2:13][C:14]=3[C:15]=2[C:16](=[O:18])[CH:17]=1. The catalyst is ClCCl.C(O)(=O)C. The product is [Br:1][C:17]1[C:16](=[O:18])[C:15]2[C:14]3[CH2:13][CH2:12][C:11]([CH3:19])([CH3:20])[O:10][C:9]=3[CH:8]=[CH:7][C:6]=2[C:5](=[O:21])[C:4]=1[OH:3]. The yield is 0.960. (2) The reactants are [I:1][C:2]1[C:10]2[C:5](=[CH:6][CH:7]=[CH:8][C:9]=2[N+:11]([O-:13])=[O:12])[NH:4][N:3]=1.C(N=C(N(C)C)N(C)C)(C)(C)C.Cl[CH2:27][C:28]1[CH:29]=[C:30]([CH:36]=[CH:37][CH:38]=1)[C:31]([N:33]([CH3:35])[CH3:34])=[O:32]. The catalyst is CC#N. The product is [I:1][C:2]1[C:10]2[C:5](=[CH:6][CH:7]=[CH:8][C:9]=2[N+:11]([O-:13])=[O:12])[N:4]([CH2:27][C:28]2[CH:29]=[C:30]([CH:36]=[CH:37][CH:38]=2)[C:31]([N:33]([CH3:35])[CH3:34])=[O:32])[N:3]=1. The yield is 0.720. (3) The reactants are CO[C:3](=[O:14])[C:4]1[C:9]([CH3:10])=[CH:8][C:7]([Br:11])=[CH:6][C:5]=1[CH2:12]Br.[O:15]([C:22]1[CH:29]=[CH:28][C:25]([CH2:26][NH2:27])=[CH:24][CH:23]=1)[C:16]1[CH:21]=[CH:20][CH:19]=[CH:18][CH:17]=1.C([O-])([O-])=O.[K+].[K+].C(OCC)(=O)C. The catalyst is C1(C)C=CC=CC=1.CCCCCC. The product is [Br:11][C:7]1[CH:6]=[C:5]2[C:4](=[C:9]([CH3:10])[CH:8]=1)[C:3](=[O:14])[N:27]([CH2:26][C:25]1[CH:28]=[CH:29][C:22]([O:15][C:16]3[CH:17]=[CH:18][CH:19]=[CH:20][CH:21]=3)=[CH:23][CH:24]=1)[CH2:12]2. The yield is 0.320. (4) The reactants are [O-]P([O-])([O-])=O.[K+].[K+].[K+].[CH3:9][O:10][C:11]1[CH:12]=[C:13]([N:17]2[CH2:21][CH2:20][NH:19][C:18]2=[O:22])[CH:14]=[CH:15][CH:16]=1.[CH3:23][C:24]1[CH:25]=[C:26](I)[CH:27]=[C:28]([CH3:30])[CH:29]=1.CNCCNC. The catalyst is [Cu]I.CN(C=O)C. The product is [CH3:9][O:10][C:11]1[CH:12]=[C:13]([N:17]2[CH2:21][CH2:20][N:19]([C:26]3[CH:27]=[C:28]([CH3:30])[CH:29]=[C:24]([CH3:23])[CH:25]=3)[C:18]2=[O:22])[CH:14]=[CH:15][CH:16]=1. The yield is 0.910. (5) The catalyst is C(Cl)Cl. The yield is 0.650. The reactants are Cl.[CH3:2][NH:3][O:4][CH3:5].CCN(C(C)C)C(C)C.C[Al](C)C.[F:19][C:20]1[CH:25]=[CH:24][CH:23]=[CH:22][C:21]=1[N:26]1[CH:31]=[C:30]([O:32][CH3:33])[C:29](=[O:34])[C:28]([C:35]([O:37]C)=O)=[N:27]1.Cl.[Na+].[Cl-]. The product is [F:19][C:20]1[CH:25]=[CH:24][CH:23]=[CH:22][C:21]=1[N:26]1[CH:31]=[C:30]([O:32][CH3:33])[C:29](=[O:34])[C:28]([C:35]([N:3]([O:4][CH3:5])[CH3:2])=[O:37])=[N:27]1. (6) The reactants are P(Cl)(Cl)([Cl:3])=O.O=[C:7]1[CH:11](NC(=O)C)[CH2:10][CH2:9][S:8]1.[C:16]([O-:19])(=O)[CH3:17].[Na+].[CH3:21][N:22]([CH3:25])C=O. No catalyst specified. The product is [Cl:3][C:25]1[N:22]=[C:21]2[C:17]([CH:16]=[O:19])=[CH:7][S:8][C:9]2=[CH:10][CH:11]=1. The yield is 0.180.